Dataset: Retrosynthesis with 50K atom-mapped reactions and 10 reaction types from USPTO. Task: Predict the reactants needed to synthesize the given product. (1) Given the product CCN1CCCC1CNc1ccc(NC(=O)Nc2ccc(OC(C)C)cc2)cc1[N+](=O)[O-], predict the reactants needed to synthesize it. The reactants are: CC(C)Oc1ccc(NC(=O)Nc2ccc(F)c([N+](=O)[O-])c2)cc1.CCN1CCCC1CN. (2) Given the product Cc1cccc(C(=O)NCc2ccc(C#N)cc2NCC(=O)Nc2ccccc2)c1, predict the reactants needed to synthesize it. The reactants are: Cc1cccc(C(=O)NCc2ccc(C#N)cc2N)c1.O=C(CCl)Nc1ccccc1. (3) The reactants are: CC(C)(C)OC(=O)N1CCNCC1.O=C(Cl)CCl. Given the product CC(C)(C)OC(=O)N1CCN(C(=O)CCl)CC1, predict the reactants needed to synthesize it. (4) The reactants are: CN(C)CCCl.COc1ccc([C@@H]2Sc3ccccc3NC(=O)[C@@H]2O)cc1. Given the product COc1ccc([C@@H]2Sc3ccccc3N(CCN(C)C)C(=O)[C@@H]2O)cc1, predict the reactants needed to synthesize it. (5) Given the product COc1ccc(S(=O)(=O)Nc2ccc3c(c2)B(O)OC3)c([N+](=O)[O-])c1, predict the reactants needed to synthesize it. The reactants are: COc1ccc(S(=O)(=O)Cl)c([N+](=O)[O-])c1.Nc1ccc2c(c1)B(O)OC2. (6) Given the product COC[C@H](O)C(=O)Nc1nc(C)ns1, predict the reactants needed to synthesize it. The reactants are: COC[C@H](O[Si](C)(C)C(C)(C)C)C(=O)Nc1nc(C)ns1. (7) Given the product CN(C)CCN(C)C(=O)[C@H]1CC[C@H](C(=O)O)CC1, predict the reactants needed to synthesize it. The reactants are: COC(=O)[C@H]1CC[C@H](C(=O)N(C)CCN(C)C)CC1.